This data is from Full USPTO retrosynthesis dataset with 1.9M reactions from patents (1976-2016). The task is: Predict the reactants needed to synthesize the given product. (1) Given the product [C:19]([O:18][C:16]([N:13]1[CH2:12][CH2:11][CH:10]([C:7]2[CH:8]=[N:9][C:4]([NH2:1])=[CH:5][CH:6]=2)[CH2:15][CH2:14]1)=[O:17])([CH3:22])([CH3:20])[CH3:21], predict the reactants needed to synthesize it. The reactants are: [N+:1]([C:4]1[N:9]=[CH:8][C:7]([C:10]2[CH2:15][CH2:14][N:13]([C:16]([O:18][C:19]([CH3:22])([CH3:21])[CH3:20])=[O:17])[CH2:12][CH:11]=2)=[CH:6][CH:5]=1)([O-])=O. (2) The reactants are: C1(C)C=CC=CC=1OC1C=CC=CC=1[C@]([C@@H]1CCCNC1)(O)CCCCOC.CSC(SC)=C[N+]([O-])=O.CCN(C(C)C)C(C)C.[C:47]1([CH3:81])[CH:52]=[CH:51][CH:50]=[CH:49][C:48]=1[O:53][C:54]1[CH:59]=[CH:58][CH:57]=[CH:56][C:55]=1[C@:60]([C@@H:68]1[CH2:73][CH2:72][CH2:71][N:70]([C:74](SC)=[CH:75][N+:76]([O-:78])=[O:77])[CH2:69]1)([OH:67])[CH2:61][CH2:62][CH2:63][CH2:64][O:65][CH3:66].[NH:82]1[CH2:86][CH2:85][C@H:84]([NH:87][C:88](=[O:94])[O:89][C:90]([CH3:93])([CH3:92])[CH3:91])[CH2:83]1. Given the product [C:47]1([CH3:81])[CH:52]=[CH:51][CH:50]=[CH:49][C:48]=1[O:53][C:54]1[CH:59]=[CH:58][CH:57]=[CH:56][C:55]=1[C@:60]([C@@H:68]1[CH2:73][CH2:72][CH2:71][N:70]([C:74]([N:82]2[CH2:86][CH2:85][C@H:84]([NH:87][C:88](=[O:94])[O:89][C:90]([CH3:92])([CH3:91])[CH3:93])[CH2:83]2)=[CH:75][N+:76]([O-:78])=[O:77])[CH2:69]1)([OH:67])[CH2:61][CH2:62][CH2:63][CH2:64][O:65][CH3:66], predict the reactants needed to synthesize it.